Dataset: Full USPTO retrosynthesis dataset with 1.9M reactions from patents (1976-2016). Task: Predict the reactants needed to synthesize the given product. (1) Given the product [C:1]([O:5][C:6]([N:8]([CH2:20][C:21]1[CH:22]=[CH:23][C:24]([C:25]([OH:27])=[O:26])=[CH:35][CH:36]=1)[CH2:9][C:10]1[CH:15]=[CH:14][C:13]([C:16]([F:19])([F:18])[F:17])=[CH:12][CH:11]=1)=[O:7])([CH3:4])([CH3:2])[CH3:3], predict the reactants needed to synthesize it. The reactants are: [C:1]([O:5][C:6]([N:8]([CH2:20][C:21]1[CH:36]=[CH:35][C:24]([C:25]([O:27]CC2C=CC=CC=2)=[O:26])=[CH:23][CH:22]=1)[CH2:9][C:10]1[CH:15]=[CH:14][C:13]([C:16]([F:19])([F:18])[F:17])=[CH:12][CH:11]=1)=[O:7])([CH3:4])([CH3:3])[CH3:2]. (2) Given the product [CH3:9][C:8]1[N:23]([CH2:24][C:25]([O:27][CH2:28][CH3:29])=[O:26])[C:12]([CH3:13])=[CH:11][C:7]=1[C:1]1[CH:6]=[CH:5][CH:4]=[CH:3][CH:2]=1, predict the reactants needed to synthesize it. The reactants are: [C:1]1([CH:7]([CH2:11][C:12](=O)[CH3:13])[C:8](=O)[CH3:9])[CH:6]=[CH:5][CH:4]=[CH:3][CH:2]=1.C(N(CC)CC)C.Cl.[NH2:23][CH2:24][C:25]([O:27][CH2:28][CH3:29])=[O:26]. (3) The reactants are: [Cl:1][C:2]1[CH:7]=[CH:6][C:5]([C:8]2[N:13]=[C:12]([C:14]([OH:16])=O)[CH:11]=[N:10][C:9]=2[O:17][CH2:18][CH2:19][O:20][CH3:21])=[CH:4][CH:3]=1.ClC(N(C)C)=C(C)C.Cl.[NH2:31][C:32]1([CH2:35][OH:36])[CH2:34][CH2:33]1.C(N(C(C)C)C(C)C)C. Given the product [OH:36][CH2:35][C:32]1([NH:31][C:14]([C:12]2[CH:11]=[N:10][C:9]([O:17][CH2:18][CH2:19][O:20][CH3:21])=[C:8]([C:5]3[CH:4]=[CH:3][C:2]([Cl:1])=[CH:7][CH:6]=3)[N:13]=2)=[O:16])[CH2:34][CH2:33]1, predict the reactants needed to synthesize it. (4) Given the product [NH2:38][C:5]([CH:9]1[CH2:18][CH2:17][C:16]2[C:11](=[CH:12][CH:13]=[C:14]([CH2:19][CH2:20][CH2:21][CH2:22][CH2:23][CH2:24][CH2:25][CH3:26])[CH:15]=2)[CH2:10]1)([CH3:6])[C:4]([O:3][CH2:1][CH3:2])=[O:28], predict the reactants needed to synthesize it. The reactants are: [CH2:1]([O:3][C:4](=[O:28])[C:5](C)([CH:9]1[CH2:18][CH2:17][C:16]2[C:11](=[CH:12][CH:13]=[C:14]([CH2:19][CH2:20][CH2:21][CH2:22][CH2:23][CH2:24][CH2:25][CH3:26])[CH:15]=2)[CH2:10]1)[C:6](O)=O)[CH3:2].C1(C)C=CC=CC=1.C([N:38](CC)CC)C.C1C=CC(OP(OC2C=CC=CC=2)(N=[N+]=[N-])=O)=CC=1.C[Si](C)(C)[O-].[Na+]. (5) Given the product [C:30]([O:29][C:27]([N:24]1[CH2:25][CH2:26][CH:21]([N:12]([CH2:11][C:9]2[S:10][C:5]3[C:4]([N:14]4[CH2:15][CH2:16][O:17][CH2:18][CH2:19]4)=[N:3][C:2]([Cl:1])=[N:7][C:6]=3[CH:8]=2)[CH3:13])[CH2:22][CH2:23]1)=[O:28])([CH3:33])([CH3:32])[CH3:31], predict the reactants needed to synthesize it. The reactants are: [Cl:1][C:2]1[N:3]=[C:4]([N:14]2[CH2:19][CH2:18][O:17][CH2:16][CH2:15]2)[C:5]2[S:10][C:9]([CH2:11][NH:12][CH3:13])=[CH:8][C:6]=2[N:7]=1.O=[C:21]1[CH2:26][CH2:25][N:24]([C:27]([O:29][C:30]([CH3:33])([CH3:32])[CH3:31])=[O:28])[CH2:23][CH2:22]1. (6) Given the product [C:43]([O:47][C:24](=[O:33])[NH:21][C:10]1[S:9][C:8]([C:5]2[CH:6]=[CH:7][C:2]([Cl:1])=[CH:3][C:4]=2[O:17][CH3:18])=[N:12][C:11]=1[CH3:13])([CH3:46])([CH3:45])[CH3:44], predict the reactants needed to synthesize it. The reactants are: [Cl:1][C:2]1[CH:7]=[CH:6][C:5]([C:8]2[S:9][C:10](C(O)=O)=[C:11]([CH3:13])[N:12]=2)=[C:4]([O:17][CH3:18])[CH:3]=1.C([N:21]([CH2:24]C)CC)C.C1(P(N=[N+]=[N-])(C2C=CC=CC=2)=[O:33])C=CC=CC=1.[C:43]([OH:47])([CH3:46])([CH3:45])[CH3:44].